From a dataset of Reaction yield outcomes from USPTO patents with 853,638 reactions. Predict the reaction yield, written as a fraction of the theoretical maximum amount of product (1.0 means a 100% yield; for example, 0.34 means a 34% yield). (1) The reactants are [CH3:1][C:2]([N:6]([CH3:11])[CH:7]1[CH2:10][O:9][CH2:8]1)([CH3:5])[CH:3]=O.N1CCCC1.[Si](Cl)(C)(C)C.[NH2:22][C:23]1[N:28]=[CH:27][N:26]=[C:25]2[N:29]([CH2:46][C@@H:47]3[CH2:51][CH2:50][CH2:49][N:48]3[C:52](=[O:56])[CH2:53][C:54]#[N:55])[N:30]=[C:31]([C:32]3[CH:37]=[CH:36][C:35]([O:38][C:39]4[CH:44]=[CH:43][CH:42]=[CH:41][CH:40]=4)=[CH:34][C:33]=3[F:45])[C:24]=12. The catalyst is C(Cl)Cl.CCOC(C)=O. The product is [NH2:22][C:23]1[N:28]=[CH:27][N:26]=[C:25]2[N:29]([CH2:46][C@@H:47]3[CH2:51][CH2:50][CH2:49][N:48]3[C:52]([C:53](=[CH:3][C:2]([CH3:1])([N:6]([CH3:11])[CH:7]3[CH2:10][O:9][CH2:8]3)[CH3:5])[C:54]#[N:55])=[O:56])[N:30]=[C:31]([C:32]3[CH:37]=[CH:36][C:35]([O:38][C:39]4[CH:40]=[CH:41][CH:42]=[CH:43][CH:44]=4)=[CH:34][C:33]=3[F:45])[C:24]=12. The yield is 0.795. (2) The reactants are [CH3:1][N:2]1[C:10]2[C:9]3=[C:11]([O:17][C:18]4[CH:23]=[CH:22][C:21]5[O:24][CH2:25][O:26][C:20]=5[CH:19]=4)[S:12][C:13]([C:14]([NH2:16])=O)=[C:8]3[CH2:7][CH2:6][C:5]=2[CH:4]=[N:3]1. The catalyst is FC(F)(F)C(O)=O. The product is [C:14]([C:13]1[S:12][C:11]([O:17][C:18]2[CH:23]=[CH:22][C:21]3[O:24][CH2:25][O:26][C:20]=3[CH:19]=2)=[C:9]2[C:10]3[N:2]([CH3:1])[N:3]=[CH:4][C:5]=3[CH2:6][CH2:7][C:8]=12)#[N:16]. The yield is 0.800. (3) The reactants are [Br:1][C:2]1[C:11]([O:12][CH2:13][C:14]#[N:15])=[CH:10][CH:9]=[C:8]2[C:3]=1[CH:4]=[CH:5][C:6]([CH2:16][NH:17][C:18]([C:20]1[C:24]3[CH:25]=[CH:26][CH:27]=[CH:28][C:23]=3[O:22][C:21]=1[CH3:29])=[O:19])=[CH:7]2.[N-:30]=[N+:31]=[N-:32].[Na+].[Cl-].[NH4+].[OH-].[Na+]. The catalyst is CN(C=O)C.O. The product is [Br:1][C:2]1[C:11]([O:12][CH2:13][C:14]2[NH:32][N:31]=[N:30][N:15]=2)=[CH:10][CH:9]=[C:8]2[C:3]=1[CH:4]=[CH:5][C:6]([CH2:16][NH:17][C:18]([C:20]1[C:24]3[CH:25]=[CH:26][CH:27]=[CH:28][C:23]=3[O:22][C:21]=1[CH3:29])=[O:19])=[CH:7]2. The yield is 0.850. (4) The yield is 0.350. The reactants are [NH2:1][OH:2].[CH2:3]([N:5]([CH2:22][CH3:23])[C:6]1[N:10]([C:11]2[CH:16]=[CH:15][C:14]([OH:17])=[CH:13][CH:12]=2)[N:9]=[C:8]([CH2:18][CH3:19])[C:7]=1[C:20]#[N:21])[CH3:4]. The catalyst is CS(C)=O. The product is [CH2:22]([N:5]([CH2:3][CH3:4])[C:6]1[N:10]([C:11]2[CH:16]=[CH:15][C:14]([OH:17])=[CH:13][CH:12]=2)[N:9]=[C:8]([CH2:18][CH3:19])[C:7]=1/[C:20](=[N:1]/[OH:2])/[NH2:21])[CH3:23]. (5) The reactants are [OH:1][C:2]1[C:3]2[CH:30]=[CH:29][N:28]=[CH:27][C:4]=2[N:5]=[C:6]([O:8][C:9]2[CH:10]=[N:11][N:12]([CH:14]3[CH2:19][CH2:18][N:17](C(OC(C)(C)C)=O)[CH2:16][CH2:15]3)[CH:13]=2)[N:7]=1.Cl. The catalyst is O1CCOCC1. The product is [NH:17]1[CH2:16][CH2:15][CH:14]([N:12]2[CH:13]=[C:9]([O:8][C:6]3[N:7]=[C:2]([OH:1])[C:3]4[CH:30]=[CH:29][N:28]=[CH:27][C:4]=4[N:5]=3)[CH:10]=[N:11]2)[CH2:19][CH2:18]1. The yield is 1.00. (6) The reactants are [Cl:1][C:2]1[CH:20]=[CH:19][C:5]2[N:6](C(C3C=CC=CC=3)=O)[CH2:7][CH2:8][CH2:9][O:10][C:4]=2[CH:3]=1.Cl. The catalyst is O1CCOCC1. The product is [Cl:1][C:2]1[CH:20]=[CH:19][C:5]2[NH:6][CH2:7][CH2:8][CH2:9][O:10][C:4]=2[CH:3]=1. The yield is 0.470. (7) The reactants are O.[O:2]1[CH2:7][CH:6]=[C:5]([C:8]2[N:13]=[C:12]([C:14]3[CH:19]=[CH:18][C:17]([N+:20]([O-])=O)=[CH:16][CH:15]=3)[N:11]=[C:10]([N:23]3[CH:28]4[CH2:29][CH2:30][CH:24]3[CH2:25][O:26][CH2:27]4)[N:9]=2)[CH2:4][CH2:3]1. The catalyst is C(O)(=O)C.C(OCC)(=O)C.[Fe]. The product is [CH:24]12[N:23]([C:10]3[N:9]=[C:8]([C:5]4[CH2:6][CH2:7][O:2][CH2:3][CH:4]=4)[N:13]=[C:12]([C:14]4[CH:15]=[CH:16][C:17]([NH2:20])=[CH:18][CH:19]=4)[N:11]=3)[CH:28]([CH2:29][CH2:30]1)[CH2:27][O:26][CH2:25]2. The yield is 0.740. (8) The reactants are [CH3:1][S-:2].[Na+].[BH4-].[Na+].Cl[CH2:7][C:8]1[CH:29]=[CH:28][C:11]([C:12]([N:14]2[CH2:19][CH2:18][CH:17]([C:20]3[CH:27]=[CH:26][C:23]([C:24]#[N:25])=[CH:22][CH:21]=3)[CH2:16][CH2:15]2)=[O:13])=[CH:10][C:9]=1[N+:30]([O-:32])=[O:31]. The catalyst is CO. The product is [CH3:1][S:2][CH2:7][C:8]1[CH:29]=[CH:28][C:11]([C:12]([N:14]2[CH2:19][CH2:18][CH:17]([C:20]3[CH:27]=[CH:26][C:23]([C:24]#[N:25])=[CH:22][CH:21]=3)[CH2:16][CH2:15]2)=[O:13])=[CH:10][C:9]=1[N+:30]([O-:32])=[O:31]. The yield is 0.502. (9) The product is [C:1]([O:5][C:6](=[O:19])[CH2:7][C@@H:8]([O:17][CH3:18])[C@@H:9]([N:10]([CH3:11])[C:25](=[O:27])[C@@H:21]([NH:20][C:28]([O:30][CH2:31][C:32]1[CH:37]=[CH:36][CH:35]=[CH:34][CH:33]=1)=[O:29])[CH:22]([CH3:23])[CH3:24])[CH:12]1[CH2:13][CH2:14][CH2:15][CH2:16]1)([CH3:3])([CH3:4])[CH3:2]. The catalyst is ClCCl. The reactants are [C:1]([O:5][C:6](=[O:19])[CH2:7][C@@H:8]([O:17][CH3:18])[C@H:9]([CH:12]1[CH2:16][CH2:15][CH2:14][CH2:13]1)[NH:10][CH3:11])([CH3:4])([CH3:3])[CH3:2].[NH:20]([C:28]([O:30][CH2:31][C:32]1[CH:37]=[CH:36][CH:35]=[CH:34][CH:33]=1)=[O:29])[C@H:21]([C:25]([OH:27])=O)[CH:22]([CH3:24])[CH3:23].CCN(C(C)C)C(C)C.C1CN([P+](Br)(N2CCCC2)N2CCCC2)CC1.F[P-](F)(F)(F)(F)F. The yield is 0.300.